Dataset: Catalyst prediction with 721,799 reactions and 888 catalyst types from USPTO. Task: Predict which catalyst facilitates the given reaction. (1) Reactant: Br[C:2]1[CH:10]=[CH:9][CH:8]=[C:7]2[C:3]=1[C:4]([CH3:18])=[C:5]([C:12]1[CH:17]=[CH:16][CH:15]=[CH:14][CH:13]=1)[N:6]2[CH3:11].C([O-])([O-])=O.[K+].[K+].[CH3:25][O:26][C:27]1[CH:32]=[CH:31][C:30](B(O)O)=[CH:29][CH:28]=1.ClCCl. Product: [CH3:25][O:26][C:27]1[CH:32]=[CH:31][C:30]([C:2]2[CH:10]=[CH:9][CH:8]=[C:7]3[C:3]=2[C:4]([CH3:18])=[C:5]([C:12]2[CH:17]=[CH:16][CH:15]=[CH:14][CH:13]=2)[N:6]3[CH3:11])=[CH:29][CH:28]=1. The catalyst class is: 75. (2) Reactant: C(N1C[CH2:8][N:7]([CH2:10][C:11]2[CH:16]=[CH:15][C:14]([C:17]3[NH:26][C:25](=[O:27])[C:24]4[C:19](=[CH:20][C:21]([O:30][CH3:31])=[CH:22][C:23]=4[O:28][CH3:29])[N:18]=3)=[CH:13][CH:12]=2)[CH2:6][CH2:5]1)(C)C.[OH-].[Na+]. Product: [CH:19]([NH:18][CH:17]1[CH2:5][CH2:6][N:7]([CH2:10][C:11]2[CH:12]=[CH:13][C:14]([C:17]3[NH:26][C:25](=[O:27])[C:24]4[C:19](=[CH:20][C:21]([O:30][CH3:31])=[CH:22][C:23]=4[O:28][CH3:29])[N:18]=3)=[CH:15][CH:16]=2)[CH2:8][CH2:14]1)([CH3:24])[CH3:20]. The catalyst class is: 33.